Task: Predict which catalyst facilitates the given reaction.. Dataset: Catalyst prediction with 721,799 reactions and 888 catalyst types from USPTO (1) Reactant: [Cl:1][C:2]1[CH:10]=[CH:9][C:8]2[NH:7][C:6]3[CH2:11][CH2:12][N:13]([CH3:17])[C:14]4([CH2:16][CH2:15]4)[C:5]=3[C:4]=2[CH:3]=1.[F:18][C:19]([F:29])([F:28])[C:20]1[CH:25]=[CH:24][C:23]([CH:26]=[CH2:27])=[CH:22][N:21]=1.[OH-].[K+]. Product: [Cl:1][C:2]1[CH:10]=[CH:9][C:8]2[N:7]([CH2:27][CH2:26][C:23]3[CH:22]=[N:21][C:20]([C:19]([F:29])([F:18])[F:28])=[CH:25][CH:24]=3)[C:6]3[CH2:11][CH2:12][N:13]([CH3:17])[C:14]4([CH2:16][CH2:15]4)[C:5]=3[C:4]=2[CH:3]=1. The catalyst class is: 37. (2) Product: [F:2][C:3]1[C:8]([F:9])=[CH:7][C:6]([C:10]2[CH:11]=[CH:12][C:13]([O:16][CH2:17][C:18]3[CH:19]=[C:20]([NH:24][S:35]([CH3:34])(=[O:37])=[O:36])[CH:21]=[CH:22][CH:23]=3)=[CH:14][CH:15]=2)=[C:5]([O:25][CH3:26])[CH:4]=1. The catalyst class is: 17. Reactant: Cl.[F:2][C:3]1[C:8]([F:9])=[CH:7][C:6]([C:10]2[CH:15]=[CH:14][C:13]([O:16][CH2:17][C:18]3[CH:19]=[C:20]([NH2:24])[CH:21]=[CH:22][CH:23]=3)=[CH:12][CH:11]=2)=[C:5]([O:25][CH3:26])[CH:4]=1.C(N(CC)CC)C.[CH3:34][S:35](Cl)(=[O:37])=[O:36].FC1C=C(F)C(F)=CC=1C1C=CC(OCC2C=C(NS(C)(=O)=O)C=CC=2)=CC=1. (3) Reactant: [Br:1][C:2]1[CH:3]=[CH:4][C:5](I)=[N:6][CH:7]=1.C([Mg]Cl)(C)C.CON(C)[C:17]([C:19]1[CH:20]=[N:21][CH:22]=[N:23][CH:24]=1)=[O:18]. Product: [Br:1][C:2]1[CH:3]=[CH:4][C:5]([C:17]([C:19]2[CH:20]=[N:21][CH:22]=[N:23][CH:24]=2)=[O:18])=[N:6][CH:7]=1. The catalyst class is: 1. (4) The catalyst class is: 30. Product: [C:18]1([CH2:17][O:16][CH2:15][CH2:14][CH2:13][O:12][CH2:11][CH2:10][O:9][CH2:8][CH2:7][O:6][CH2:5][CH2:4][NH:1][C:50](=[O:51])[O:52][C:53]([CH3:56])([CH3:55])[CH3:54])[CH:23]=[CH:22][CH:21]=[CH:20][CH:19]=1. Reactant: [N:1]([CH2:4][CH2:5][O:6][CH2:7][CH2:8][O:9][CH2:10][CH2:11][O:12][CH2:13][CH2:14][CH2:15][O:16][CH2:17][C:18]1[CH:23]=[CH:22][CH:21]=[CH:20][CH:19]=1)=[N+]=[N-].C1(P(C2C=CC=CC=2)C2C=CC=CC=2)C=CC=CC=1.C(N(CC)CC)C.[C:50](O[C:50]([O:52][C:53]([CH3:56])([CH3:55])[CH3:54])=[O:51])([O:52][C:53]([CH3:56])([CH3:55])[CH3:54])=[O:51]. (5) Reactant: [Cl:1][CH2:2][C:3]1[C:8]([CH2:9]Cl)=[N:7][CH:6]=[CH:5][N:4]=1.C([NH:14][CH:15](C(OCC)=O)[C:16]([O:18]CC)=[O:17])(=O)C.[H-].[Na+].Cl. Product: [ClH:1].[N:7]1[CH:6]=[CH:5][N:4]=[C:3]2[CH2:2][NH:14][CH:15]([C:16]([OH:18])=[O:17])[CH2:9][C:8]=12. The catalyst class is: 3. (6) Reactant: [CH3:1][C:2]1[CH:10]=[C:9]2[C:5]([CH:6]=[CH:7][NH:8]2)=[CH:4][CH:3]=1.C([BH3-])#N.[Na+].[OH-].[Na+]. Product: [CH3:1][C:2]1[CH:10]=[C:9]2[C:5]([CH2:6][CH2:7][NH:8]2)=[CH:4][CH:3]=1. The catalyst class is: 86. (7) The catalyst class is: 12. Product: [CH2:1]([CH:8]1[CH2:13][CH2:12][N:11]([CH2:14][CH:15]([O:30][Si:31]([C:34]([CH3:37])([CH3:36])[CH3:35])([CH3:33])[CH3:32])[CH2:16][NH:17][C:18]([C:20]2[CH:29]=[CH:28][C:23]3[NH:24][C:25](=[O:27])[O:26][C:22]=3[CH:21]=2)=[S:47])[CH2:10][CH2:9]1)[C:2]1[CH:7]=[CH:6][CH:5]=[CH:4][CH:3]=1. Reactant: [CH2:1]([CH:8]1[CH2:13][CH2:12][N:11]([CH2:14][CH:15]([O:30][Si:31]([C:34]([CH3:37])([CH3:36])[CH3:35])([CH3:33])[CH3:32])[CH2:16][NH:17][C:18]([C:20]2[CH:29]=[CH:28][C:23]3[NH:24][C:25](=[O:27])[O:26][C:22]=3[CH:21]=2)=O)[CH2:10][CH2:9]1)[C:2]1[CH:7]=[CH:6][CH:5]=[CH:4][CH:3]=1.COC1C=CC(P2(SP(C3C=CC(OC)=CC=3)(=S)S2)=[S:47])=CC=1. (8) Reactant: C(OC([N:8]1[CH2:12][C@@H:11]([CH2:13][N:14]([CH:31]([CH3:33])[CH3:32])[C:15](=[O:30])[C:16]2[CH:21]=[CH:20][C:19]([O:22][CH3:23])=[C:18]([O:24][CH2:25][CH2:26][CH2:27][O:28][CH3:29])[CH:17]=2)[C@H:10]([NH2:34])[CH2:9]1)=O)(C)(C)C.[CH3:35][O:36][C:37]1[CH:42]=[CH:41][C:40]([S:43](Cl)(=[O:45])=[O:44])=[CH:39][CH:38]=1.CC#N.O.CC#N. Product: [CH:31]([N:14]([CH2:13][C@@H:11]1[C@@H:10]([NH:34][S:43]([C:40]2[CH:41]=[CH:42][C:37]([O:36][CH3:35])=[CH:38][CH:39]=2)(=[O:45])=[O:44])[CH2:9][NH:8][CH2:12]1)[C:15](=[O:30])[C:16]1[CH:21]=[CH:20][C:19]([O:22][CH3:23])=[C:18]([O:24][CH2:25][CH2:26][CH2:27][O:28][CH3:29])[CH:17]=1)([CH3:33])[CH3:32]. The catalyst class is: 6.